This data is from Forward reaction prediction with 1.9M reactions from USPTO patents (1976-2016). The task is: Predict the product of the given reaction. (1) Given the reactants Cl[CH2:2][C:3]([NH:5][C:6]1[CH:7]=[C:8]([CH:25]=[CH:26][C:27]=1[O:28][C:29]([F:32])([F:31])[F:30])[C:9]([NH:11][C:12]1[CH:13]=[N:14][C:15]([C:18]2[CH:23]=[CH:22][CH:21]=[CH:20][C:19]=2[F:24])=[CH:16][CH:17]=1)=[O:10])=[O:4].Cl.[CH:34]12[O:41][CH:38]([CH2:39][CH2:40]1)[CH2:37][NH:36][CH2:35]2.C(N(CC)CC)C.[I-].[K+], predict the reaction product. The product is: [F:24][C:19]1[CH:20]=[CH:21][CH:22]=[CH:23][C:18]=1[C:15]1[N:14]=[CH:13][C:12]([NH:11][C:9](=[O:10])[C:8]2[CH:25]=[CH:26][C:27]([O:28][C:29]([F:32])([F:31])[F:30])=[C:6]([NH:5][C:3](=[O:4])[CH2:2][N:36]3[CH2:35][CH:34]4[O:41][CH:38]([CH2:39][CH2:40]4)[CH2:37]3)[CH:7]=2)=[CH:17][CH:16]=1. (2) Given the reactants ClC1C([NH:8][CH2:9][C:10]2[CH:11]=[C:12]3[C:17](=[CH:18][CH:19]=2)[N:16]=[CH:15][C:14]([C:20]2[CH:25]=[CH:24][CH:23]=[CH:22][CH:21]=2)=[N:13]3)=NC=CN=1.[CH:26]1([C:30]([OH:32])=O)[CH2:29][CH2:28][CH2:27]1.C1C=[C:37]2[N:39]=N[N:41](O)[C:36]2=CC=1.O.C(N([CH2:51][CH3:52])C(C)C)(C)C.C(Cl)[Cl:54], predict the reaction product. The product is: [Cl:54][C:51]1[C:52]([CH:9]([C:10]2[CH:19]=[C:18]3[C:17](=[CH:12][CH:11]=2)[N:16]=[CH:15][C:14]([C:20]2[CH:25]=[CH:24][CH:23]=[CH:22][CH:21]=2)=[N:13]3)[NH:8][C:30]([CH:26]2[CH2:27][CH2:28][CH2:29]2)=[O:32])=[N:41][CH:36]=[CH:37][N:39]=1. (3) Given the reactants O[CH2:2][C:3]1[C:4]([CH2:13]O)=[N:5][C:6]([C:9]([F:12])([F:11])[F:10])=[CH:7][CH:8]=1.S(Cl)(C)(=O)=O.C(N(CC)CC)C.CCN(C(C)C)C(C)C.[C:36]1([C:42]([C:50]2[CH:55]=[CH:54][CH:53]=[CH:52][CH:51]=2)([C:44]2[CH:49]=[CH:48][CH:47]=[CH:46][CH:45]=2)[NH2:43])[CH:41]=[CH:40][CH:39]=[CH:38][CH:37]=1, predict the reaction product. The product is: [F:10][C:9]([F:12])([F:11])[C:6]1[N:5]=[C:4]2[CH2:13][N:43]([C:42]([C:36]3[CH:41]=[CH:40][CH:39]=[CH:38][CH:37]=3)([C:50]3[CH:51]=[CH:52][CH:53]=[CH:54][CH:55]=3)[C:44]3[CH:45]=[CH:46][CH:47]=[CH:48][CH:49]=3)[CH2:2][C:3]2=[CH:8][CH:7]=1. (4) Given the reactants CS([O:5][CH2:6][CH:7]1[CH2:12][CH2:11][N:10]([C:13]([O:15][C:16]([CH3:19])([CH3:18])[CH3:17])=[O:14])[CH2:9][CH2:8]1)(=O)=O.C([O-])([O-])=O.[Cs+].[Cs+].[NH2:26][C:27]1[C:32](O)=[CH:31][C:30]([Br:34])=[CH:29][N:28]=1, predict the reaction product. The product is: [NH2:26][C:27]1[C:32]([O:5][CH2:6][CH:7]2[CH2:12][CH2:11][N:10]([C:13]([O:15][C:16]([CH3:19])([CH3:18])[CH3:17])=[O:14])[CH2:9][CH2:8]2)=[CH:31][C:30]([Br:34])=[CH:29][N:28]=1. (5) Given the reactants Cl.[NH2:2][C@H:3]1[CH2:8][CH2:7][C@H:6]([OH:9])[CH2:5][CH2:4]1.C[O-].[Na+].[F:13][C:14]([F:21])([F:20])[C:15](OCC)=[O:16], predict the reaction product. The product is: [F:13][C:14]([F:21])([F:20])[C:15]([NH:2][C@H:3]1[CH2:8][CH2:7][C@H:6]([OH:9])[CH2:5][CH2:4]1)=[O:16].